This data is from Peptide-MHC class II binding affinity with 134,281 pairs from IEDB. The task is: Regression. Given a peptide amino acid sequence and an MHC pseudo amino acid sequence, predict their binding affinity value. This is MHC class II binding data. (1) The MHC is DRB1_0405 with pseudo-sequence DRB1_0405. The peptide sequence is AVTFVNAPAFAAERG. The binding affinity (normalized) is 0.808. (2) The peptide sequence is MEYLGHNAAGQWLEF. The MHC is DRB3_0101 with pseudo-sequence DRB3_0101. The binding affinity (normalized) is 0.352.